From a dataset of Forward reaction prediction with 1.9M reactions from USPTO patents (1976-2016). Predict the product of the given reaction. (1) Given the reactants [F:1][C:2]1[CH:24]=[C:23]([F:25])[CH:22]=[CH:21][C:3]=1[CH2:4][N:5]1[C:9]2=[CH:10][N:11]=[C:12]([C:14]([OH:16])=O)[CH:13]=[C:8]2[C:7]([CH2:17][O:18][CH2:19][CH3:20])=[CH:6]1.Cl.[CH3:27][O:28][NH2:29], predict the reaction product. The product is: [F:1][C:2]1[CH:24]=[C:23]([F:25])[CH:22]=[CH:21][C:3]=1[CH2:4][N:5]1[C:9]2=[CH:10][N:11]=[C:12]([C:14]([NH:29][O:28][CH3:27])=[O:16])[CH:13]=[C:8]2[C:7]([CH2:17][O:18][CH2:19][CH3:20])=[CH:6]1. (2) The product is: [Cl:19][C:14]1[CH:13]=[C:12]([CH:4]([CH2:5][CH:6]2[CH2:7][CH2:8][O:9][CH2:10][CH2:11]2)[C:3]([OH:20])=[O:2])[CH:17]=[CH:16][C:15]=1[Cl:18]. Given the reactants C[O:2][C:3](=[O:20])[CH:4]([C:12]1[CH:17]=[CH:16][C:15]([Cl:18])=[C:14]([Cl:19])[CH:13]=1)[CH2:5][CH:6]1[CH2:11][CH2:10][O:9][CH2:8][CH2:7]1.O.[OH-].[Li+], predict the reaction product. (3) Given the reactants [CH3:1][CH2:2][C@:3]12[C@@H:14]([OH:15])[C@:13]([OH:20])([C:16]([O:18][CH3:19])=[O:17])[C@@H:12]3[N:21]([CH3:30])[C:22]4[CH:27]=[C:26]([O:28][CH3:29])[CH:25]=[CH:24][C:23]=4[C@:9]43[CH2:10][CH2:11][N:7]([C@@H:8]14)[CH2:6][CH:5]=[CH:4]2.[B-:31]1([F:44])([F:43])[N+:39]2=[CH:40][CH:41]=[CH:42][C:38]2=[CH:37][C:36]2[N:32]1[CH:33]=[CH:34][CH:35]=2.[C:45](O)(=[O:48])[CH2:46]C.CCN=C=NCCCN(C)C, predict the reaction product. The product is: [B-:31]1([F:44])([F:43])[N+:39]2=[CH:40][CH:41]=[CH:42][C:38]2=[CH:37][C:36]2[N:32]1[CH:33]=[CH:34][CH:35]=2.[CH3:1][CH2:2][C:3]12[C@@H:14]([O:15][C:45]([CH3:46])=[O:48])[C@:13]([OH:20])([C:16]([O:18][CH3:19])=[O:17])[C@H:12]3[C@@:9]4([C:23]5[CH:24]=[CH:25][C:26]([O:28][CH3:29])=[CH:27][C:22]=5[N:21]3[CH3:30])[CH2:10][CH2:11][N:7]([C@@H:8]14)[CH2:6][CH:5]=[CH:4]2.